Predict the reactants needed to synthesize the given product. From a dataset of Full USPTO retrosynthesis dataset with 1.9M reactions from patents (1976-2016). (1) Given the product [Cl:1][C:2]1[C:3]([N:27]([CH:29]([CH3:30])[CH3:31])[CH3:28])=[CH:4][C:5]2[N:11]=[C:10]([C:12]3[CH:17]=[CH:16][CH:15]=[C:14]([N:18]4[C:22]([CH2:23][NH:41][CH2:37][CH:38]([CH3:40])[CH3:39])=[CH:21][N:20]=[N:19]4)[CH:13]=3)[CH2:9][C:8](=[O:25])[NH:7][C:6]=2[CH:26]=1, predict the reactants needed to synthesize it. The reactants are: [Cl:1][C:2]1[C:3]([N:27]([CH:29]([CH3:31])[CH3:30])[CH3:28])=[CH:4][C:5]2[N:11]=[C:10]([C:12]3[CH:17]=[CH:16][CH:15]=[C:14]([N:18]4[C:22]([CH2:23]O)=[CH:21][N:20]=[N:19]4)[CH:13]=3)[CH2:9][C:8](=[O:25])[NH:7][C:6]=2[CH:26]=1.S(Cl)(Cl)=O.[Cl-].[CH2:37]([NH2:41])[CH:38]([CH3:40])[CH3:39]. (2) Given the product [Br:1][C:2]1([N+:7]([O-:9])=[O:8])[CH2:5][O:6][CH:15]([C:11]2[S:10][CH:14]=[CH:13][CH:12]=2)[O:4][CH2:3]1, predict the reactants needed to synthesize it. The reactants are: [Br:1][C:2]([N+:7]([O-:9])=[O:8])([CH2:5][OH:6])[CH2:3][OH:4].[S:10]1[CH:14]=[CH:13][CH:12]=[C:11]1[CH:15]=O.Cl[Si](C)(C)C.O.